Dataset: Full USPTO retrosynthesis dataset with 1.9M reactions from patents (1976-2016). Task: Predict the reactants needed to synthesize the given product. (1) Given the product [CH2:1]([N:8]1[C:20]2[CH:19]=[C:18]([C:21]3[C:22]([CH3:27])=[N:23][O:24][C:25]=3[CH3:26])[CH:17]=[C:16]([C:28]([NH2:43])=[O:30])[C:15]=2[C:14]2[C:9]1=[CH:10][CH:11]=[C:12]([O:31][CH3:32])[CH:13]=2)[C:2]1[CH:3]=[CH:4][CH:5]=[CH:6][CH:7]=1, predict the reactants needed to synthesize it. The reactants are: [CH2:1]([N:8]1[C:20]2[CH:19]=[C:18]([C:21]3[C:22]([CH3:27])=[N:23][O:24][C:25]=3[CH3:26])[CH:17]=[C:16]([C:28]([OH:30])=O)[C:15]=2[C:14]2[C:9]1=[CH:10][CH:11]=[C:12]([O:31][CH3:32])[CH:13]=2)[C:2]1[CH:7]=[CH:6][CH:5]=[CH:4][CH:3]=1.C(Cl)CCl.C1C=CC2N(O)N=[N:43]C=2C=1.[OH-].[NH4+]. (2) Given the product [Cl:1][C:2]1[C:3]([C:22]2[CH:27]=[CH:26][CH:25]=[C:24]([NH:37][CH2:36][C:32]3[CH:33]=[CH:34][CH:35]=[C:30]([F:29])[CH:31]=3)[N:23]=2)=[CH:4][C:5]([NH:8][CH:9]2[CH2:14][CH2:13][N:12]([C:15]([O:17][C:18]([CH3:21])([CH3:20])[CH3:19])=[O:16])[CH2:11][CH2:10]2)=[N:6][CH:7]=1, predict the reactants needed to synthesize it. The reactants are: [Cl:1][C:2]1[C:3]([C:22]2[CH:27]=[CH:26][CH:25]=[C:24](F)[N:23]=2)=[CH:4][C:5]([NH:8][CH:9]2[CH2:14][CH2:13][N:12]([C:15]([O:17][C:18]([CH3:21])([CH3:20])[CH3:19])=[O:16])[CH2:11][CH2:10]2)=[N:6][CH:7]=1.[F:29][C:30]1[CH:31]=[C:32]([CH2:36][NH2:37])[CH:33]=[CH:34][CH:35]=1. (3) Given the product [CH2:19]([O:21][C:22]1[CH:23]=[C:24]([CH:27]=[C:28]([O:31][CH2:32][CH3:33])[C:29]=1[F:30])[CH2:25][N:1]1[CH2:2][CH2:3][CH:4]([NH:7][C:8]2[O:9][C:10]3[C:11]([CH2:17][OH:18])=[N:12][CH:13]=[CH:14][C:15]=3[N:16]=2)[CH2:5][CH2:6]1)[CH3:20], predict the reactants needed to synthesize it. The reactants are: [NH:1]1[CH2:6][CH2:5][CH:4]([NH:7][C:8]2[O:9][C:10]3[C:11]([CH2:17][OH:18])=[N:12][CH:13]=[CH:14][C:15]=3[N:16]=2)[CH2:3][CH2:2]1.[CH2:19]([O:21][C:22]1[CH:23]=[C:24]([CH:27]=[C:28]([O:31][CH2:32][CH3:33])[C:29]=1[F:30])[CH:25]=O)[CH3:20].C([BH3-])#N.[Na+].C(N(C(C)C)C(C)C)C. (4) The reactants are: [CH3:1][C:2]([C:5]1[CH:6]=[C:7]([CH:11]=[C:12]([C:15]([CH3:18])([CH3:17])[CH3:16])[C:13]=1[OH:14])[C:8](Cl)=[O:9])([CH3:4])[CH3:3].[NH2:19][C:20]1[C:29]2[N:30]=[C:31]([CH2:36][CH2:37][CH2:38][CH3:39])[N:32]([CH2:33][CH2:34][NH2:35])[C:28]=2[C:27]2[N:26]=[CH:25][CH:24]=[CH:23][C:22]=2[N:21]=1. Given the product [NH2:19][C:20]1[C:29]2[N:30]=[C:31]([CH2:36][CH2:37][CH2:38][CH3:39])[N:32]([CH2:33][CH2:34][NH:35][C:8](=[O:9])[C:7]3[CH:6]=[C:5]([C:2]([CH3:4])([CH3:3])[CH3:1])[C:13]([OH:14])=[C:12]([C:15]([CH3:18])([CH3:17])[CH3:16])[CH:11]=3)[C:28]=2[C:27]2[N:26]=[CH:25][CH:24]=[CH:23][C:22]=2[N:21]=1, predict the reactants needed to synthesize it. (5) Given the product [F:1][CH2:4][S:5][C:6]1[CH:11]=[CH:10][C:9]([CH3:12])=[CH:8][CH:7]=1, predict the reactants needed to synthesize it. The reactants are: [F-:1].[Cs+].Cl[CH2:4][S:5][C:6]1[CH:11]=[CH:10][C:9]([CH3:12])=[CH:8][CH:7]=1.